From a dataset of Experimentally validated miRNA-target interactions with 360,000+ pairs, plus equal number of negative samples. Binary Classification. Given a miRNA mature sequence and a target amino acid sequence, predict their likelihood of interaction. (1) The miRNA is hsa-miR-554 with sequence GCUAGUCCUGACUCAGCCAGU. Result: 0 (no interaction). The protein sequence of the target gene is MPLLLLLLLLPSPLHPHPICEVSKVASHLEVNCDKRNLTALPPDLPKDTTILHLSENLLYTFSLATLMPYTRLTQLNLDRCELTKLQVDGTLPVLGTLDLSHNQLQSLPLLGQTLPALTVLDVSFNRLTSLPLGALRGLGELQELYLKGNELKTLPPGLLTPTPKLEKLSLANNNLTELPAGLLNGLENLDTLLLQENSLYTIPKGFFGSHLLPFAFLHGNPWLCNCEILYFRRWLQDNAENVYVWKQGVDVKAMTSNVASVQCDNSDKFPVYKYPGKGCPTLGDEGDTDLYDYYPEEDT.... (2) The miRNA is hsa-miR-548bb-5p with sequence AAAAGUAACUAUGGUUUUUGCC. The protein sequence of the target gene is MANPKEKTAMCLVNELARFNRVQPQYKLLNERGPAHSKMFSVQLSLGEQTWESEGSSIKKAQQAVANKALTESTLPKPVQKPPKSNVNNNPGSITPTVELNGLAMKRGEPAIYRPLDPKPFPNYRANYNFRGMYNQRYHCPVPKIFYVQLTVGNNEFFGEGKTRQAARHNAAMKALQALQNEPIPERSPQNGESGKDVDDDKDANKSEISLVFEIALKRNMPVSFEVIKESGPPHMKSFVTRVSVGEFSAEGEGNSKKLSKKRAATTVLQELKKLPPLPVVEKPKLFFKKRPKTIVKAGP.... Result: 0 (no interaction). (3) The miRNA is hsa-miR-6814-3p with sequence ACUCGCAUCCUUCCCUUGGCAG. The protein sequence of the target gene is MPRVVPDQRSKFENEEFFRKLSRECEIKYTGFRDRPHEERQTRFQNACRDGRSEIAFVATGTNLSLQFFPASWQGEQRQTPSREYVDLEREAGKVYLKAPMILNGVCVIWKGWIDLHRLDGMGCLEFDEERAQQEDALAQQAFEEARRRTREFEDRDRSHREEMEARRQQDPSPGSNLGGGDDLKLR. Result: 0 (no interaction). (4) The protein sequence of the target gene is MKALIVLGLVLLSVTVQGKVFERCELARTLKRLGMDGYRGISLANWMCLAKWESGYNTRATNYNAGDRSTDYGIFQINSRYWCNDGKTPGAVNACHLSCSALLQDNIADAVACAKRVVRDPQGIRAWVAWRNRCQNRDVRQYVQGCGV. The miRNA is hsa-miR-141-5p with sequence CAUCUUCCAGUACAGUGUUGGA. Result: 0 (no interaction). (5) The miRNA is mmu-miR-669a-3-3p with sequence ACAUAACAUACACACACAUGUAU. The protein sequence of the target gene is MSNMEKHLFNLKFAAKELNRNAKKCDKEEKAEKAKIKKAIQKGNTEVARIHAENAIRQKNQAINFLRMSARVDAVAARVQTAVTMGKVTKSMAGVVKSMDATLRSMNLEKISALMDKFEHQFETLDVQTQQMEDTMSSTTTLTTPQNQVDMLLQEMADEAGLDLNMELPQGQTGSVGASVASTEQDELSQRLARLRDQV. Result: 1 (interaction). (6) The miRNA is mmu-miR-488-3p with sequence UUGAAAGGCUGUUUCUUGGUC. The protein sequence of the target gene is MDIIKGNLDGISKPASNSRIRPGSRSSNASLEVLSTEPGSFKVDTASNLNSGKEDHSESSNTENRRTSNDDKQESCSEKIKLAEEGSDEDLDLVQHQIISECSDEPKLKELDSQLQDAIQKMKKLDKILAKKQRREKEIKKQGLEMRIKLWEEIKSAKYSEAWQSKEEMENTKKFLSLTAVSEETVGPSHEEEDTFSSVFHTQIPPEEYEMQMQKLNKDFTCDVERNESLIKSGKKPFSNTEKIELRGKHNQDFIKRNIELAKESRNPVVMVDREKKRLVELLKDLDEKDSGLSSSEGDQ.... Result: 0 (no interaction).